Dataset: Full USPTO retrosynthesis dataset with 1.9M reactions from patents (1976-2016). Task: Predict the reactants needed to synthesize the given product. (1) Given the product [C:1]([N:4]1[CH2:9][CH2:8][C:7](=[O:10])/[C:6](=[C:25](/[NH:24][C:21]2[CH:22]=[CH:23][C:18]([Br:17])=[CH:19][C:20]=2[F:27])\[S:26][CH3:11])/[CH2:5]1)(=[O:3])[CH3:2], predict the reactants needed to synthesize it. The reactants are: [C:1]([N:4]1[CH2:9][CH2:8][C:7](=[O:10])[CH2:6][CH2:5]1)(=[O:3])[CH3:2].[C:11](O[K])(C)(C)C.[Br:17][C:18]1[CH:23]=[CH:22][C:21]([N:24]=[C:25]=[S:26])=[C:20]([F:27])[CH:19]=1.CI. (2) Given the product [Cl:1][C:2]1[CH:10]=[CH:9][C:8]([S:11]([CH3:14])(=[O:13])=[O:12])=[CH:7][C:3]=1[C:4]([N:57]1[CH2:56][CH2:55][N:54]([C:51]2[CH:50]=[CH:49][C:48]([C:47]([F:60])([F:61])[F:46])=[CH:53][CH:52]=2)[CH2:59][CH2:58]1)=[O:6], predict the reactants needed to synthesize it. The reactants are: [Cl:1][C:2]1[CH:10]=[CH:9][C:8]([S:11]([CH3:14])(=[O:13])=[O:12])=[CH:7][C:3]=1[C:4]([OH:6])=O.CN(C(ON1N=NC2C=CC=CC1=2)=[N+](C)C)C.[B-](F)(F)(F)F.C(N(C(C)C)C(C)C)C.[F:46][C:47]([F:61])([F:60])[C:48]1[CH:53]=[CH:52][C:51]([N:54]2[CH2:59][CH2:58][NH:57][CH2:56][CH2:55]2)=[CH:50][CH:49]=1. (3) Given the product [F:33][C:34]1([F:39])[CH2:38][CH2:37][N:36]([C:12]2[N:11]=[C:10]([F:22])[C:9]3[O:8][C:5]4[C:4]([C@@:15]5([CH2:19][O:18][C:17]([NH2:20])=[N:16]5)[C:14]=3[CH:13]=2)=[CH:3][C:2]([C:25]2[CH:24]=[N:23][CH:28]=[CH:27][CH:26]=2)=[CH:7][CH:6]=4)[CH2:35]1, predict the reactants needed to synthesize it. The reactants are: Br[C:2]1[CH:3]=[C:4]2[C@@:15]3([CH2:19][O:18][C:17]([NH2:20])=[N:16]3)[C:14]3[CH:13]=[C:12](Cl)[N:11]=[C:10]([F:22])[C:9]=3[O:8][C:5]2=[CH:6][CH:7]=1.[N:23]1[CH:28]=[CH:27][CH:26]=[C:25](B(O)O)[CH:24]=1.Cl.[F:33][C:34]1([F:39])[CH2:38][CH2:37][NH:36][CH2:35]1. (4) The reactants are: Cl[C:2]1[CH:29]=[CH:28][C:5]([C:6]([NH:8][CH2:9][C:10]2[C:19](=[O:20])[C:18]3[C:13](=[CH:14][C:15]([Cl:21])=[CH:16][CH:17]=3)[N:12]([C:22]3[CH:27]=[CH:26][CH:25]=[CH:24][CH:23]=3)[CH:11]=2)=[O:7])=[CH:4][N:3]=1.[CH3:30][NH:31][CH3:32]. Given the product [Cl:21][C:15]1[CH:14]=[C:13]2[C:18]([C:19](=[O:20])[C:10]([CH2:9][NH:8][C:6](=[O:7])[C:5]3[CH:28]=[CH:29][C:2]([N:31]([CH3:32])[CH3:30])=[N:3][CH:4]=3)=[CH:11][N:12]2[C:22]2[CH:23]=[CH:24][CH:25]=[CH:26][CH:27]=2)=[CH:17][CH:16]=1, predict the reactants needed to synthesize it. (5) Given the product [Si:35]([O:13][C@@H:12]([C:14]1[CH:19]=[CH:18][C:17]([C:20]([F:22])([F:21])[F:23])=[CH:16][CH:15]=1)[C@H:7]1[C:6]([O:24][CH3:25])=[N:5][C@H:4]([CH:1]([CH3:3])[CH3:2])[C:9]([O:10][CH3:11])=[N:8]1)([C:31]([CH3:34])([CH3:33])[CH3:32])([CH3:37])[CH3:36], predict the reactants needed to synthesize it. The reactants are: [CH:1]([C@@H:4]1[C:9]([O:10][CH3:11])=[N:8][C@@H:7]([C@H:12]([C:14]2[CH:19]=[CH:18][C:17]([C:20]([F:23])([F:22])[F:21])=[CH:16][CH:15]=2)[OH:13])[C:6]([O:24][CH3:25])=[N:5]1)([CH3:3])[CH3:2].N1C=CN=C1.[C:31]([Si:35](Cl)([CH3:37])[CH3:36])([CH3:34])([CH3:33])[CH3:32]. (6) Given the product [C:8]1([C:6]2[N:5]=[C:4]3[CH2:14][CH2:15][CH2:16][C:3]3=[C:2]([NH:17][C:18]3[CH:19]=[CH:20][C:21]([CH2:24][C:25]([O:27][CH2:28][CH3:29])=[O:26])=[CH:22][CH:23]=3)[CH:7]=2)[CH2:13][CH2:12][CH2:11][CH2:10][CH:9]=1, predict the reactants needed to synthesize it. The reactants are: Cl[C:2]1[CH:7]=[C:6]([C:8]2[CH2:13][CH2:12][CH2:11][CH2:10][CH:9]=2)[N:5]=[C:4]2[CH2:14][CH2:15][CH2:16][C:3]=12.[NH2:17][C:18]1[CH:23]=[CH:22][C:21]([CH2:24][C:25]([O:27][CH2:28][CH3:29])=[O:26])=[CH:20][CH:19]=1. (7) Given the product [F:14][CH:10]1[CH2:11][CH2:12][CH2:13][N:8]([C:6]2[CH:7]=[C:2]([N:22]3[CH2:23][CH2:24][N:19]([CH3:18])[CH2:20][CH2:21]3)[CH:3]=[CH:4][C:5]=2[N+:15]([O-:17])=[O:16])[CH2:9]1, predict the reactants needed to synthesize it. The reactants are: Cl[C:2]1[CH:3]=[CH:4][C:5]([N+:15]([O-:17])=[O:16])=[C:6]([N:8]2[CH2:13][CH2:12][CH2:11][CH:10]([F:14])[CH2:9]2)[CH:7]=1.[CH3:18][N:19]1[CH2:24][CH2:23][NH:22][CH2:21][CH2:20]1. (8) Given the product [N:19]([C:22](=[CH:10][C:11]1[CH:16]=[N:8][CH:14]=[CH:13][C:12]=1[O:17][CH3:28])[C:23]([O:25][CH2:26][CH3:27])=[O:24])=[N+:20]=[N-:21], predict the reactants needed to synthesize it. The reactants are: C([N:8]1[C:16]2C=[CH:14][CH:13]=[C:12]([OH:17])[C:11]=2[CH:10]=C1C)C1C=CC=CC=1.[N:19]([CH2:22][C:23]([O:25][CH2:26][CH3:27])=[O:24])=[N+:20]=[N-:21].[CH3:28]CO.